Dataset: Peptide-MHC class I binding affinity with 185,985 pairs from IEDB/IMGT. Task: Regression. Given a peptide amino acid sequence and an MHC pseudo amino acid sequence, predict their binding affinity value. This is MHC class I binding data. (1) The peptide sequence is IEELRQHLL. The MHC is HLA-B08:01 with pseudo-sequence HLA-B08:01. The binding affinity (normalized) is 0.248. (2) The peptide sequence is DTVWEVQGY. The MHC is HLA-A30:02 with pseudo-sequence HLA-A30:02. The binding affinity (normalized) is 0.336. (3) The peptide sequence is FTSAVLLLVV. The MHC is HLA-A02:01 with pseudo-sequence HLA-A02:01. The binding affinity (normalized) is 0.369. (4) The peptide sequence is LASSEPHCA. The MHC is HLA-A29:02 with pseudo-sequence HLA-A29:02. The binding affinity (normalized) is 0. (5) The peptide sequence is WKFDSRLAL. The MHC is HLA-A03:01 with pseudo-sequence HLA-A03:01. The binding affinity (normalized) is 0.480. (6) The MHC is HLA-A26:01 with pseudo-sequence HLA-A26:01. The peptide sequence is RDITAFEGL. The binding affinity (normalized) is 0.0847. (7) The peptide sequence is RQLLWRYQI. The MHC is HLA-A24:02 with pseudo-sequence HLA-A24:02. The binding affinity (normalized) is 0.671. (8) The peptide sequence is TERQANFL. The MHC is HLA-B45:01 with pseudo-sequence HLA-B45:01. The binding affinity (normalized) is 0.104. (9) The peptide sequence is LMMSSPPPI. The MHC is HLA-A02:01 with pseudo-sequence HLA-A02:01. The binding affinity (normalized) is 0.765. (10) The peptide sequence is MVDVSMMSMY. The MHC is Mamu-B01 with pseudo-sequence Mamu-B01. The binding affinity (normalized) is 0.277.